From a dataset of Full USPTO retrosynthesis dataset with 1.9M reactions from patents (1976-2016). Predict the reactants needed to synthesize the given product. (1) The reactants are: [Cl:1][C:2]1[CH:3]=[C:4]([C:9]2([C:21]([F:24])([F:23])[F:22])[CH2:13][C:12]3[CH:14]=[C:15]([N+:18]([O-])=O)[CH:16]=[CH:17][C:11]=3[O:10]2)[CH:5]=[C:6]([Cl:8])[CH:7]=1.[H][H]. Given the product [Cl:1][C:2]1[CH:3]=[C:4]([C:9]2([C:21]([F:23])([F:24])[F:22])[CH2:13][C:12]3[CH:14]=[C:15]([NH2:18])[CH:16]=[CH:17][C:11]=3[O:10]2)[CH:5]=[C:6]([Cl:8])[CH:7]=1, predict the reactants needed to synthesize it. (2) The reactants are: [Li+].CC([N-]C(C)C)C.[CH3:9][CH2:10][CH2:11][CH2:12][SnH:13]([CH2:18][CH2:19][CH2:20][CH3:21])[CH2:14][CH2:15][CH2:16][CH3:17].[Cl:22][C:23]1[N:28]=[C:27]([Cl:29])[CH:26]=[CH:25][N:24]=1. Given the product [Cl:22][C:23]1[N:28]=[C:27]([Sn:13]([CH2:12][CH2:11][CH2:10][CH3:9])([CH2:18][CH2:19][CH2:20][CH3:21])[CH2:14][CH2:15][CH2:16][CH3:17])[CH:26]=[CH:25][N:24]=1.[Cl:29][C:27]1[CH:26]=[CH:25][N:24]=[C:23]([Sn:13]([CH2:12][CH2:11][CH2:10][CH3:9])([CH2:18][CH2:19][CH2:20][CH3:21])[CH2:14][CH2:15][CH2:16][CH3:17])[N:28]=1, predict the reactants needed to synthesize it. (3) Given the product [OH:17][CH2:16][C:8]1[CH:9]=[C:10]([CH:11]=[C:6]([CH2:20][OH:21])[CH:7]=1)[C:12]([O:14][CH3:15])=[O:13], predict the reactants needed to synthesize it. The reactants are: O1CCCC1.[C:6]1([C:20](OC)=[O:21])[CH:11]=[C:10]([C:12]([O:14][CH3:15])=[O:13])[CH:9]=[C:8]([C:16](OC)=[O:17])[CH:7]=1.[H-].[Al+3].[Li+].[H-].[H-].[H-].[OH-].[Na+]. (4) Given the product [CH3:1][C:2]1[CH:9]=[CH:8][CH:7]=[C:6]([CH3:10])[C:3]=1[CH2:4][O:5][C:26]1[CH:27]=[C:28]([C:32]([CH3:36])([CH3:35])[C:33]#[N:34])[CH:29]=[CH:30][CH:31]=1, predict the reactants needed to synthesize it. The reactants are: [CH3:1][C:2]1[CH:9]=[CH:8][CH:7]=[C:6]([CH3:10])[C:3]=1[CH2:4][OH:5].N(C(OC(C)C)=O)=NC(OC(C)C)=O.O[C:26]1[CH:27]=[C:28]([C:32]([CH3:36])([CH3:35])[C:33]#[N:34])[CH:29]=[CH:30][CH:31]=1.C1(P(C2C=CC=CC=2)C2C=CC=CC=2)C=CC=CC=1. (5) Given the product [NH2:8][C:4]1[N:5]=[CH:6][N:7]=[C:2]([NH:15][C@@H:16]([C:19]2[N:28]([CH:29]3[CH2:30][CH2:31]3)[C:27](=[O:32])[C:26]3[C:21](=[CH:22][CH:23]=[CH:24][C:25]=3[Cl:33])[N:20]=2)[CH2:17][CH3:18])[C:3]=1[C:9]1[O:13][N:12]=[C:11]([CH3:14])[N:10]=1, predict the reactants needed to synthesize it. The reactants are: Cl[C:2]1[N:7]=[CH:6][N:5]=[C:4]([NH2:8])[C:3]=1[C:9]1[O:13][N:12]=[C:11]([CH3:14])[N:10]=1.[NH2:15][C@@H:16]([C:19]1[N:28]([CH:29]2[CH2:31][CH2:30]2)[C:27](=[O:32])[C:26]2[C:21](=[CH:22][CH:23]=[CH:24][C:25]=2[Cl:33])[N:20]=1)[CH2:17][CH3:18].CCN(C(C)C)C(C)C.CCOC(C)=O. (6) The reactants are: [F:1][C:2]1[C:7]([O:8][CH3:9])=[CH:6][CH:5]=[CH:4][C:3]=1[N:10]1[C:15](=[O:16])[C:14]2=[C:17]([CH3:29])[C:18]([C:20]3[CH:25]=[CH:24][C:23]([N+:26]([O-:28])=[O:27])=[CH:22][CH:21]=3)=[CH:19][N:13]2[NH:12][C:11]1=[O:30].Cl[CH2:32][C:33]1[C:38]([F:39])=[CH:37][CH:36]=[CH:35][C:34]=1[F:40].C(=O)([O-])[O-].[K+].[K+]. Given the product [F:39][C:38]1[CH:37]=[CH:36][CH:35]=[C:34]([F:40])[C:33]=1[CH2:32][N:12]1[C:11](=[O:30])[N:10]([C:3]2[CH:4]=[CH:5][CH:6]=[C:7]([O:8][CH3:9])[C:2]=2[F:1])[C:15](=[O:16])[C:14]2=[C:17]([CH3:29])[C:18]([C:20]3[CH:25]=[CH:24][C:23]([N+:26]([O-:28])=[O:27])=[CH:22][CH:21]=3)=[CH:19][N:13]12, predict the reactants needed to synthesize it.